Dataset: Full USPTO retrosynthesis dataset with 1.9M reactions from patents (1976-2016). Task: Predict the reactants needed to synthesize the given product. (1) Given the product [NH2:1][C:4]1[CH:15]=[CH:14][C:13]([O:16][C:17]2[CH:22]=[CH:21][CH:20]=[CH:19][CH:18]=2)=[CH:12][C:5]=1[C:6]([NH:8][CH:9]([CH3:10])[CH3:11])=[O:7], predict the reactants needed to synthesize it. The reactants are: [N+:1]([C:4]1[CH:15]=[CH:14][C:13]([O:16][C:17]2[CH:22]=[CH:21][CH:20]=[CH:19][CH:18]=2)=[CH:12][C:5]=1[C:6]([NH:8][CH:9]([CH3:11])[CH3:10])=[O:7])([O-])=O. (2) Given the product [NH:30]1[CH2:29][CH:28]([NH:27][C:24]2[CH:25]=[C:26]3[C:21](=[CH:22][C:23]=2[O:42][C@H:43]2[CH2:47][CH2:46][O:45][CH2:44]2)[N:20]=[CH:19][N:18]=[C:17]3[NH:16][C:11]2[CH:12]=[CH:13][C:14]([F:15])=[C:9]([Cl:8])[CH:10]=2)[CH2:31]1, predict the reactants needed to synthesize it. The reactants are: FC(F)(F)C([O-])=O.[Cl:8][C:9]1[CH:10]=[C:11]([NH:16][C:17]2[C:26]3[C:21](=[CH:22][C:23]([O:42][C@H:43]4[CH2:47][CH2:46][O:45][CH2:44]4)=[C:24]([NH:27][CH:28]4[CH2:31][N:30](C(OCC5C=CC=CC=5)=O)[CH2:29]4)[CH:25]=3)[N:20]=[CH:19][N:18]=2)[CH:12]=[CH:13][C:14]=1[F:15]. (3) Given the product [NH2:21][C:22]1[C:30]2[C:29]([C:6]3[CH:5]=[CH:4][CH:3]=[C:2]([CH3:1])[N:7]=3)=[N:28][C:27]([S:32][CH3:33])=[N:26][C:25]=2[S:24][C:23]=1[C:34]([O:36][CH2:37][CH3:38])=[O:35], predict the reactants needed to synthesize it. The reactants are: [CH3:1][C:2]1[N:7]=[C:6]([Sn](CCCC)(CCCC)CCCC)[CH:5]=[CH:4][CH:3]=1.[NH2:21][C:22]1[C:30]2[C:29](Cl)=[N:28][C:27]([S:32][CH3:33])=[N:26][C:25]=2[S:24][C:23]=1[C:34]([O:36][CH2:37][CH3:38])=[O:35].